Dataset: Catalyst prediction with 721,799 reactions and 888 catalyst types from USPTO. Task: Predict which catalyst facilitates the given reaction. (1) Reactant: [C:1]([O:4][C:5]1[C:6]([CH:24]2[CH2:29][CH2:28][CH2:27][CH:26]=[CH:25]2)=[C:7]([O:20][C:21](=[O:23])[CH3:22])[CH:8]=[C:9]([C:11]([CH3:19])([CH3:18])[CH2:12][CH2:13][CH2:14][CH2:15][CH2:16][CH3:17])[CH:10]=1)(=[O:3])[CH3:2].ClC1C=CC=C(C(OO)=[O:38])C=1. Product: [C:21]([O:20][C:7]1[C:6]([CH:24]2[CH2:29][CH2:28][CH2:27][CH:26]3[CH:25]2[O:38]3)=[C:5]([O:4][C:1](=[O:3])[CH3:2])[CH:10]=[C:9]([C:11]([CH3:18])([CH3:19])[CH2:12][CH2:13][CH2:14][CH2:15][CH2:16][CH3:17])[CH:8]=1)(=[O:23])[CH3:22]. The catalyst class is: 22. (2) The catalyst class is: 1. Product: [CH3:1][O:2][C:3](=[O:23])[CH2:4][CH2:5][C:6]1[CH:11]=[CH:10][C:9]([O:12][C:13]2[CH:18]=[CH:17][CH:16]=[C:15]([CH2:19][NH:20][C:27](=[O:28])[C:26]3[CH:30]=[CH:31][C:32]([C:34]([F:35])([F:36])[F:37])=[CH:33][C:25]=3[F:24])[CH:14]=2)=[CH:8][C:7]=1[CH2:21][CH3:22]. Reactant: [CH3:1][O:2][C:3](=[O:23])[CH2:4][CH2:5][C:6]1[CH:11]=[CH:10][C:9]([O:12][C:13]2[CH:18]=[CH:17][CH:16]=[C:15]([CH2:19][NH2:20])[CH:14]=2)=[CH:8][C:7]=1[CH2:21][CH3:22].[F:24][C:25]1[CH:33]=[C:32]([C:34]([F:37])([F:36])[F:35])[CH:31]=[CH:30][C:26]=1[C:27](O)=[O:28].O.ON1C2C=CC=CC=2N=N1.Cl.CN(C)CCCN=C=NCC.C(N(CC)C(C)C)(C)C. (3) Reactant: [Cl:1][C:2]1[CH:7]=[CH:6][C:5]([C:8]([F:13])([F:12])[C:9]([OH:11])=O)=[C:4]([CH3:14])[CH:3]=1.P(Cl)(Cl)(Cl)=O.Cl.[NH2:21][CH2:22][C:23]1[CH:24]=[C:25]2[C:29](=[CH:30][CH:31]=1)[C:28](=[O:32])[N:27]([CH:33]1[CH2:38][CH2:37][C:36](=[O:39])[NH:35][C:34]1=[O:40])[CH2:26]2.C(=O)(O)[O-].[Na+]. Product: [Cl:1][C:2]1[CH:7]=[CH:6][C:5]([C:8]([F:13])([F:12])[C:9]([NH:21][CH2:22][C:23]2[CH:24]=[C:25]3[C:29](=[CH:30][CH:31]=2)[C:28](=[O:32])[N:27]([CH:33]2[CH2:38][CH2:37][C:36](=[O:39])[NH:35][C:34]2=[O:40])[CH2:26]3)=[O:11])=[C:4]([CH3:14])[CH:3]=1. The catalyst class is: 17. (4) Reactant: [NH2:1][C:2]1[CH:3]=[C:4]([N:8]2[C:13]3=[N:14][C:15]([NH:18][CH3:19])=[N:16][CH:17]=[C:12]3[CH2:11][N:10]([CH3:20])[C:9]2=[O:21])[CH:5]=[CH:6][CH:7]=1.C(N(C(C)C)CC)(C)C.[C:31](Cl)(=[O:34])[CH:32]=[CH2:33]. Product: [CH3:20][N:10]1[CH2:11][C:12]2[C:13](=[N:14][C:15]([NH:18][CH3:19])=[N:16][CH:17]=2)[N:8]([C:4]2[CH:3]=[C:2]([NH:1][C:31](=[O:34])[CH:32]=[CH2:33])[CH:7]=[CH:6][CH:5]=2)[C:9]1=[O:21]. The catalyst class is: 4. (5) Reactant: CN(C)C=O.[Cl:6][C:7]1[CH:8]=[C:9]([O:33][CH3:34])[C:10]2[NH:16][C:15](=[O:17])[C@@H:14]([CH2:18][C:19]([OH:21])=[O:20])[S:13][C@H:12]([C:22]3[CH:27]=[CH:26][CH:25]=[C:24]([O:28][CH3:29])[C:23]=3[O:30][CH3:31])[C:11]=2[CH:32]=1.C(=O)([O-])[O-].[K+].[K+].I[CH:42]([CH3:44])[CH3:43]. Product: [Cl:6][C:7]1[CH:8]=[C:9]([O:33][CH3:34])[C:10]2[NH:16][C:15](=[O:17])[C@@H:14]([CH2:18][C:19]([O:21][CH:42]([CH3:44])[CH3:43])=[O:20])[S:13][C@H:12]([C:22]3[CH:27]=[CH:26][CH:25]=[C:24]([O:28][CH3:29])[C:23]=3[O:30][CH3:31])[C:11]=2[CH:32]=1. The catalyst class is: 757. (6) Reactant: [CH3:1][O:2][C:3]1[CH:4]=[C:5]2[C:9](=[CH:10][CH:11]=1)[NH:8][CH:7]=[C:6]2/[CH:12]=[CH:13]/[C:14]#[N:15].O1CCCC1. Product: [CH3:1][O:2][C:3]1[CH:4]=[C:5]2[C:9](=[CH:10][CH:11]=1)[NH:8][CH:7]=[C:6]2[CH2:12][CH2:13][C:14]#[N:15]. The catalyst class is: 45. (7) Reactant: [Cl:1][C:2]1[C:10]2[NH:9][C:8]3[CH2:11][CH2:12][N:13]([CH3:15])[CH2:14][C:7]=3[C:6]=2[CH:5]=[CH:4][CH:3]=1.[H-].[Na+].[CH3:18][C:19]1([C:22]2[CH:23]=[N:24][CH:25]=[CH:26][CH:27]=2)[CH2:21][O:20]1. Product: [Cl:1][C:2]1[C:10]2[N:9]([CH2:18][C:19]([C:22]3[CH:23]=[N:24][CH:25]=[CH:26][CH:27]=3)([OH:20])[CH3:21])[C:8]3[CH2:11][CH2:12][N:13]([CH3:15])[CH2:14][C:7]=3[C:6]=2[CH:5]=[CH:4][CH:3]=1. The catalyst class is: 3. (8) Reactant: Cl.[NH2:2][CH2:3][CH2:4][N:5]([CH3:32])[CH2:6][CH2:7][NH:8][C:9](=[O:31])[CH2:10][CH2:11]/[CH:12]=[CH:13]\[CH2:14]/[CH:15]=[CH:16]\[CH2:17]/[CH:18]=[CH:19]\[CH2:20]/[CH:21]=[CH:22]\[CH2:23]/[CH:24]=[CH:25]\[CH2:26]/[CH:27]=[CH:28]\[CH2:29][CH3:30].CN(C(ON1N=N[C:43]2[CH:44]=[CH:45][CH:46]=N[C:42]1=2)=[N+](C)C)C.F[P-](F)(F)(F)(F)F.CCN([CH:63]([CH3:65])[CH3:64])C(C)C. Product: [C:9]([NH:2][CH2:3][CH2:4][N:5]([CH3:32])[CH2:6][CH2:7][NH:8][C:9](=[O:31])[CH2:10][CH2:11]/[CH:12]=[CH:13]\[CH2:14]/[CH:15]=[CH:16]\[CH2:17]/[CH:18]=[CH:19]\[CH2:20]/[CH:21]=[CH:22]\[CH2:23]/[CH:24]=[CH:25]\[CH2:26]/[CH:27]=[CH:28]\[CH2:29][CH3:30])(=[O:31])[CH2:10][CH2:11][CH2:12]/[CH:13]=[CH:14]\[CH2:15]/[CH:16]=[CH:17]\[CH2:18]/[CH:19]=[CH:20]\[CH2:65]/[CH:63]=[CH:64]\[CH2:46]/[CH:45]=[CH:44]\[CH2:43][CH3:42]. The catalyst class is: 210.